This data is from Forward reaction prediction with 1.9M reactions from USPTO patents (1976-2016). The task is: Predict the product of the given reaction. Given the reactants [CH3:1][O:2][C:3]([C:5]1[C:6]2[CH:7]=[N:8][NH:9][C:10]=2[CH:11]=[CH:12][C:13]=1[F:14])=[O:4].[Br:15]N1C(=O)CCC1=O, predict the reaction product. The product is: [Br:15][C:7]1[C:6]2[C:5]([C:3]([O:2][CH3:1])=[O:4])=[C:13]([F:14])[CH:12]=[CH:11][C:10]=2[NH:9][N:8]=1.